This data is from Forward reaction prediction with 1.9M reactions from USPTO patents (1976-2016). The task is: Predict the product of the given reaction. Given the reactants [H-].[Na+].[Br:3][C:4]1[CH:5]=[CH:6][C:7](Cl)=[N:8][CH:9]=1.[CH:11]([OH:14])([CH3:13])[CH3:12], predict the reaction product. The product is: [Br:3][C:4]1[CH:5]=[CH:6][C:7]([O:14][CH:11]([CH3:13])[CH3:12])=[N:8][CH:9]=1.